The task is: Predict which catalyst facilitates the given reaction.. This data is from Catalyst prediction with 721,799 reactions and 888 catalyst types from USPTO. (1) Reactant: [Li+].C[Si]([N-][Si](C)(C)C)(C)C.[OH:11][CH:12]([CH2:23][O:24][CH3:25])[C:13]([NH:15][C:16]1[CH:21]=[CH:20][C:19]([CH3:22])=[CH:18][N:17]=1)=[O:14].Cl[C:27]1[N:32]=[CH:31][N:30]=[C:29]2[N:33]([C:36]3[CH:41]=[CH:40][CH:39]=[CH:38][C:37]=3[Cl:42])[N:34]=[CH:35][C:28]=12.O. Product: [Cl:42][C:37]1[CH:38]=[CH:39][CH:40]=[CH:41][C:36]=1[N:33]1[C:29]2=[N:30][CH:31]=[N:32][C:27]([O:11][CH:12]([CH2:23][O:24][CH3:25])[C:13]([NH:15][C:16]3[CH:21]=[CH:20][C:19]([CH3:22])=[CH:18][N:17]=3)=[O:14])=[C:28]2[CH:35]=[N:34]1. The catalyst class is: 49. (2) Reactant: [Cl:1][C:2]1[CH:7]=[C:6]([N:8](S(C)(=O)=O)[S:9]([CH3:12])(=[O:11])=[O:10])[C:5]([I:17])=[CH:4][N:3]=1.[OH-].[Na+]. Product: [Cl:1][C:2]1[CH:7]=[C:6]([NH:8][S:9]([CH3:12])(=[O:11])=[O:10])[C:5]([I:17])=[CH:4][N:3]=1. The catalyst class is: 1. (3) Reactant: [Cl:1][C:2]1[CH:7]=[CH:6][C:5]([C:8]2[S:9][C:10]([CH2:28][CH3:29])=[C:11]([C:13]3[C:14](=[O:27])/[C:15](=[CH:20]/[CH:21]4[CH2:26][CH2:25][O:24][CH2:23][CH2:22]4)/[CH2:16][C:17]=3[O:18]C)[N:12]=2)=[CH:4][CH:3]=1.Cl. Product: [Cl:1][C:2]1[CH:7]=[CH:6][C:5]([C:8]2[S:9][C:10]([CH2:28][CH3:29])=[C:11]([CH:13]3[C:14](=[O:27])/[C:15](=[CH:20]/[CH:21]4[CH2:26][CH2:25][O:24][CH2:23][CH2:22]4)/[CH2:16][C:17]3=[O:18])[N:12]=2)=[CH:4][CH:3]=1. The catalyst class is: 12. (4) Reactant: [Cl:1][C:2]1[N:3]=[CH:4][NH:5][C:6]=1[Cl:7].[OH-].[K+].[Br:10][CH2:11][CH3:12].[K+].[Br-].BrCC[C:18]1[C:27]2[C:22](=[CH:23][CH:24]=[CH:25][CH:26]=2)[CH:21]=[CH:20][CH:19]=1. Product: [Br-:10].[CH2:26]([N+:3]1[C:2]([Cl:1])=[C:6]([Cl:7])[N:5]([C:26]2[C:27]3[C:22](=[CH:21][CH:20]=[CH:19][CH:18]=3)[CH:23]=[CH:24][C:25]=2[CH2:11][CH3:12])[CH:4]=1)[CH2:27][CH2:18][CH2:19][CH2:20][CH3:21]. The catalyst class is: 10. (5) Reactant: [F:1][C:2]1[CH:7]=[CH:6][C:5]([C:8](=O)[CH2:9][C:10]([C:12]2[CH:17]=[CH:16][C:15]([F:18])=[CH:14][CH:13]=2)=O)=[CH:4][CH:3]=1.[NH2:20][NH2:21]. Product: [F:1][C:2]1[CH:7]=[CH:6][C:5]([C:8]2[CH:9]=[C:10]([C:12]3[CH:17]=[CH:16][C:15]([F:18])=[CH:14][CH:13]=3)[NH:21][N:20]=2)=[CH:4][CH:3]=1. The catalyst class is: 1. (6) The catalyst class is: 4. Reactant: [CH3:1][C:2]1[CH:3]=[C:4]([OH:10])[CH:5]=[CH:6][C:7]=1[S:8][CH3:9].N1C=CC=CC=1.[C:17](Cl)(=[O:19])[CH3:18]. Product: [C:17]([O:10][C:4]1[CH:5]=[CH:6][C:7]([S:8][CH3:9])=[C:2]([CH3:1])[CH:3]=1)(=[O:19])[CH3:18]. (7) Reactant: [OH-].[Na+].[Br:3][C:4]1[CH:13]=[CH:12][C:7]([C:8]([O:10]C)=[O:9])=[CH:6][C:5]=1[C:14]([O:16][CH3:17])=[O:15]. Product: [Br:3][C:4]1[CH:13]=[CH:12][C:7]([C:8]([OH:10])=[O:9])=[CH:6][C:5]=1[C:14]([O:16][CH3:17])=[O:15]. The catalyst class is: 5. (8) Reactant: [CH3:1][C:2]1[O:3][C:4]2[CH:10]=[CH:9][CH:8]=[CH:7][C:5]=2[N:6]=1.C1C(=O)N([Br:18])C(=O)C1. Product: [Br:18][CH2:1][C:2]1[O:3][C:4]2[CH:10]=[CH:9][CH:8]=[CH:7][C:5]=2[N:6]=1. The catalyst class is: 340. (9) Reactant: C(OC([N:8]1[CH2:13][CH2:12][CH:11]([O:14][Si:15]([C:28]([CH3:31])([CH3:30])[CH3:29])([C:22]2[CH:27]=[CH:26][CH:25]=[CH:24][CH:23]=2)[C:16]2[CH:21]=[CH:20][CH:19]=[CH:18][CH:17]=2)[CH2:10][CH2:9]1)=O)(C)(C)C.Cl.O1CCOCC1. Product: [C:28]([Si:15]([C:16]1[CH:21]=[CH:20][CH:19]=[CH:18][CH:17]=1)([C:22]1[CH:23]=[CH:24][CH:25]=[CH:26][CH:27]=1)[O:14][CH:11]1[CH2:10][CH2:9][NH:8][CH2:13][CH2:12]1)([CH3:31])([CH3:29])[CH3:30]. The catalyst class is: 2. (10) Reactant: C(OC([NH:11][C@H:12]1[CH2:17][CH2:16][N:15]([C:18]2[CH:19]=[CH:20][C:21]([O:28][CH3:29])=[C:22]([CH:27]=2)[C:23]([O:25][CH3:26])=[O:24])[CH2:14][C@H:13]1[O:30][CH3:31])=O)C1C=CC=CC=1.CO. Product: [NH2:11][C@H:12]1[CH2:17][CH2:16][N:15]([C:18]2[CH:19]=[CH:20][C:21]([O:28][CH3:29])=[C:22]([CH:27]=2)[C:23]([O:25][CH3:26])=[O:24])[CH2:14][C@H:13]1[O:30][CH3:31]. The catalyst class is: 849.